Task: Predict which catalyst facilitates the given reaction.. Dataset: Catalyst prediction with 721,799 reactions and 888 catalyst types from USPTO (1) Reactant: C([O:8][C:9]1[CH:23]=[CH:22][C:12]([O:13][C:14]2[CH:19]=[CH:18][N:17]=[C:16]([NH:20][CH3:21])[N:15]=2)=[CH:11][CH:10]=1)C1C=CC=CC=1. Product: [CH3:21][NH:20][C:16]1[N:15]=[C:14]([O:13][C:12]2[CH:22]=[CH:23][C:9]([OH:8])=[CH:10][CH:11]=2)[CH:19]=[CH:18][N:17]=1. The catalyst class is: 191. (2) Reactant: [CH2:1]([N:5]([CH2:24][CH2:25][CH2:26][CH3:27])[C:6]1[CH:11]=[CH:10][C:9]([CH:12]=[CH:13][C:14]2[CH:19]=[CH:18][C:17]([CH2:20][OH:21])=[CH:16][CH:15]=2)=[C:8]([O:22][CH3:23])[CH:7]=1)[CH2:2][CH2:3][CH3:4]. Product: [CH2:24]([N:5]([CH2:1][CH2:2][CH2:3][CH3:4])[C:6]1[CH:11]=[CH:10][C:9]([CH:12]=[CH:13][C:14]2[CH:15]=[CH:16][C:17]([CH:20]=[O:21])=[CH:18][CH:19]=2)=[C:8]([O:22][CH3:23])[CH:7]=1)[CH2:25][CH2:26][CH3:27]. The catalyst class is: 327.